This data is from HIV replication inhibition screening data with 41,000+ compounds from the AIDS Antiviral Screen. The task is: Binary Classification. Given a drug SMILES string, predict its activity (active/inactive) in a high-throughput screening assay against a specified biological target. (1) The result is 0 (inactive). The compound is CCN(CC)CCSc1nc2cccc([N+](=O)[O-])c2[nH]1. (2) The molecule is CCOC(=O)c1[nH]cc(C)c1-c1ccc2c(-c3ccccc3)nc3ccccc3n12. The result is 0 (inactive). (3) The result is 0 (inactive). The molecule is Cc1cc(C)c2c(c1)CC(=Cc1cccc(C)c1C(=O)O)C2=O. (4) The compound is c1ccc(Nc2cc(Nc3ccccc3)cc(Nc3ccccc3)c2)cc1. The result is 0 (inactive). (5) The molecule is COc1ccc(-n2c(-c3ccccc3)cc(-c3cccs3)c2-c2cccs2)cc1. The result is 0 (inactive). (6) The molecule is S=c1[nH][nH]c2nc(=Nc3ccccc3)nc(Nc3ccccc3)n12. The result is 0 (inactive). (7) The compound is Cc1c(C(=O)NCCO)[n+]([O-])c2ccccc2[n+]1[O-]. The result is 0 (inactive). (8) The molecule is CC(C)(C)N1CC1CNC(=O)C(=O)NCC1CN1C(C)(C)C. The result is 0 (inactive). (9) The compound is COc1ccc2c(c1OC)C(=O)OC2c1c2c(c(OC)c3c1OCO3)C(C1OC(=O)c3c1ccc(OC)c3OC)N(C)CC2. The result is 0 (inactive). (10) The molecule is CC(=O)C1C(=O)C(=O)N(c2cccc(C)c2C)C1=O.[NaH]. The result is 0 (inactive).